Dataset: NCI-60 drug combinations with 297,098 pairs across 59 cell lines. Task: Regression. Given two drug SMILES strings and cell line genomic features, predict the synergy score measuring deviation from expected non-interaction effect. (1) Drug 1: CC12CCC3C(C1CCC2=O)CC(=C)C4=CC(=O)C=CC34C. Cell line: HOP-62. Drug 2: CC1C(C(=O)NC(C(=O)N2CCCC2C(=O)N(CC(=O)N(C(C(=O)O1)C(C)C)C)C)C(C)C)NC(=O)C3=C4C(=C(C=C3)C)OC5=C(C(=O)C(=C(C5=N4)C(=O)NC6C(OC(=O)C(N(C(=O)CN(C(=O)C7CCCN7C(=O)C(NC6=O)C(C)C)C)C)C(C)C)C)N)C. Synergy scores: CSS=41.2, Synergy_ZIP=2.50, Synergy_Bliss=5.60, Synergy_Loewe=6.20, Synergy_HSA=6.09. (2) Drug 1: CC1=C(C=C(C=C1)C(=O)NC2=CC(=CC(=C2)C(F)(F)F)N3C=C(N=C3)C)NC4=NC=CC(=N4)C5=CN=CC=C5. Drug 2: COC1=C2C(=CC3=C1OC=C3)C=CC(=O)O2. Synergy scores: CSS=-8.28, Synergy_ZIP=2.79, Synergy_Bliss=-2.80, Synergy_Loewe=-6.73, Synergy_HSA=-7.68. Cell line: SW-620. (3) Drug 1: C1CC(=O)NC(=O)C1N2CC3=C(C2=O)C=CC=C3N. Drug 2: C1CC(=O)NC(=O)C1N2C(=O)C3=CC=CC=C3C2=O. Cell line: SF-268. Synergy scores: CSS=-0.213, Synergy_ZIP=-1.06, Synergy_Bliss=-5.28, Synergy_Loewe=-3.98, Synergy_HSA=-5.04.